Task: Predict the reaction yield, written as a fraction of the theoretical maximum amount of product (1.0 means a 100% yield; for example, 0.34 means a 34% yield).. Dataset: Reaction yield outcomes from USPTO patents with 853,638 reactions (1) The reactants are [OH-].[Na+].[NH2:3][C:4]([NH2:6])=[NH:5].Cl[C:8]1[N:13]=[C:12]([CH2:14][C:15]2[C:20]([Cl:21])=[CH:19][CH:18]=[CH:17][C:16]=2[Cl:22])[N:11]=[C:10]([NH:23][C:24]2[CH:31]=[CH:30][C:27]([C:28]#[N:29])=[CH:26][CH:25]=2)[N:9]=1. The catalyst is O1CCOCC1. The product is [C:28]([C:27]1[CH:30]=[CH:31][C:24]([NH:23][C:10]2[N:11]=[C:12]([CH2:14][C:15]3[C:20]([Cl:21])=[CH:19][CH:18]=[CH:17][C:16]=3[Cl:22])[N:13]=[C:8]([NH:5][C:4]([NH2:6])=[NH:3])[N:9]=2)=[CH:25][CH:26]=1)#[N:29]. The yield is 0.643. (2) The reactants are [OH:1][N:2]1[C:10](=[O:11])[C:9]2[C:4](=[CH:5][CH:6]=[CH:7][CH:8]=2)[C:3]1=[O:12].O[N:14]1[C:19]2[CH:20]=[N:21][N:22]([CH3:23])[C:18]=2[CH2:17][CH:16](C(OC(C)(C)C)=O)[CH2:15]1.[C:31]1(P(C2C=CC=CC=2)C2C=CC=CC=2)C=CC=CC=1.[CH3:62][CH:61]([O:60][C:58](/N=N/[C:58]([O:60][CH:61]([CH3:63])[CH3:62])=[O:59])=[O:59])[CH3:63]. The catalyst is C1COCC1. The product is [O:12]=[C:3]1[C:4]2[C:9](=[CH:8][CH:7]=[CH:6][CH:5]=2)[C:10](=[O:11])[N:2]1[O:1][CH:16]1[CH2:15][N:14]([C:58]([O:60][C:61]([CH3:63])([CH3:31])[CH3:62])=[O:59])[CH2:19][C:18]2[N:22]([CH3:23])[N:21]=[CH:20][C:17]1=2. The yield is 0.350. (3) The reactants are [C:1]([O:5][C:6]([N:8]([CH2:16][C:17]1[C:18](Cl)=[N:19][CH:20]=[C:21]([Cl:23])[CH:22]=1)[C:9](=[O:15])[O:10][C:11]([CH3:14])([CH3:13])[CH3:12])=[O:7])([CH3:4])([CH3:3])[CH3:2].CO[C:27]1C=CC=C(OC)[C:32]=1[C:33]1C=CC=CC=1P(C1CCCCC1)C1CCCCC1.[O-]P([O-])([O-])=O.[K+].[K+].[K+].C1(B(O)O)CC1. The catalyst is O.C1C=CC(/C=C/C(/C=C/C2C=CC=CC=2)=O)=CC=1.C1C=CC(/C=C/C(/C=C/C2C=CC=CC=2)=O)=CC=1.C1C=CC(/C=C/C(/C=C/C2C=CC=CC=2)=O)=CC=1.[Pd].[Pd].C1(C)C=CC=CC=1. The product is [C:1]([O:5][C:6]([N:8]([CH2:16][C:17]1[C:18]([CH:33]2[CH2:32][CH2:27]2)=[N:19][CH:20]=[C:21]([Cl:23])[CH:22]=1)[C:9](=[O:15])[O:10][C:11]([CH3:13])([CH3:14])[CH3:12])=[O:7])([CH3:3])([CH3:2])[CH3:4]. The yield is 0.590. (4) The reactants are O1CCCC1.C[Si](C)(C)[C:8]([F:11])([F:10])[F:9].[O:14]1[CH2:19][CH2:18][CH2:17][C:16](=[O:20])[CH2:15]1.Cl. The yield is 0.471. The catalyst is O.CCOC(C)=O.CCCC[N+](CCCC)(CCCC)CCCC.[F-]. The product is [F:9][C:8]([F:11])([F:10])[C:16]1([OH:20])[CH2:17][CH2:18][CH2:19][O:14][CH2:15]1. (5) The reactants are [O:1]1[C:5]2=[CH:6][N:7]=[CH:8][CH:9]=[C:4]2[C:3]([N:10]([C:14]2[CH:23]=[CH:22][C:21]3[C:16](=[CH:17][CH:18]=[CH:19][C:20]=3[O:24]C)[CH:15]=2)[CH2:11][CH2:12][OH:13])=[CH:2]1.B(Br)(Br)Br. The catalyst is C(Cl)Cl. The product is [O:1]1[C:5]2=[CH:6][N:7]=[CH:8][CH:9]=[C:4]2[C:3]([N:10]([CH2:11][CH2:12][OH:13])[C:14]2[CH:15]=[C:16]3[C:21](=[CH:22][CH:23]=2)[C:20]([OH:24])=[CH:19][CH:18]=[CH:17]3)=[CH:2]1. The yield is 0.730.